Dataset: Catalyst prediction with 721,799 reactions and 888 catalyst types from USPTO. Task: Predict which catalyst facilitates the given reaction. Reactant: [F:1][C:2]([F:15])([F:14])[S:3]([O:6]S(C(F)(F)F)(=O)=O)(=[O:5])=[O:4].O=[C:17]1[CH:22]([C:23]([O:25][CH2:26][CH3:27])=[O:24])[CH2:21][CH2:20][N:19]([C:28]([O:30][C:31]([CH3:34])([CH3:33])[CH3:32])=[O:29])[CH2:18]1.C(N(CC)C(C)C)(C)C. Product: [F:1][C:2]([F:15])([F:14])[S:3]([O:6][C:17]1[CH2:18][N:19]([C:28]([O:30][C:31]([CH3:32])([CH3:33])[CH3:34])=[O:29])[CH2:20][CH2:21][C:22]=1[C:23]([O:25][CH2:26][CH3:27])=[O:24])(=[O:5])=[O:4]. The catalyst class is: 2.